This data is from Full USPTO retrosynthesis dataset with 1.9M reactions from patents (1976-2016). The task is: Predict the reactants needed to synthesize the given product. (1) Given the product [CH2:1]([O:8][C:9]([N:11]1[CH2:16][CH2:15][CH2:14][CH:13]([CH:17]=[O:18])[CH2:12]1)=[O:10])[C:2]1[CH:7]=[CH:6][CH:5]=[CH:4][CH:3]=1, predict the reactants needed to synthesize it. The reactants are: [CH2:1]([O:8][C:9]([N:11]1[CH2:16][CH2:15][CH2:14][C@@H:13]([CH2:17][OH:18])[CH2:12]1)=[O:10])[C:2]1[CH:7]=[CH:6][CH:5]=[CH:4][CH:3]=1.CC(OI1(OC(C)=O)(OC(C)=O)OC(=O)C2C=CC=CC1=2)=O. (2) Given the product [CH2:26]([O:33][C:34]1[CH:39]=[CH:38][C:37]([S:40]([N:5]2[C:6]([C:7]3[C:8]([F:13])=[N:9][CH:10]=[CH:11][CH:12]=3)=[C:2]([F:1])[C:3]([CH2:14][N:15]([CH3:23])[C:16](=[O:22])[O:17][C:18]([CH3:19])([CH3:20])[CH3:21])=[CH:4]2)(=[O:42])=[O:41])=[CH:36][CH:35]=1)[C:27]1[CH:28]=[CH:29][CH:30]=[CH:31][CH:32]=1, predict the reactants needed to synthesize it. The reactants are: [F:1][C:2]1[C:3]([CH2:14][N:15]([CH3:23])[C:16](=[O:22])[O:17][C:18]([CH3:21])([CH3:20])[CH3:19])=[CH:4][NH:5][C:6]=1[C:7]1[C:8]([F:13])=[N:9][CH:10]=[CH:11][CH:12]=1.[H-].[Na+].[CH2:26]([O:33][C:34]1[CH:39]=[CH:38][C:37]([S:40](Cl)(=[O:42])=[O:41])=[CH:36][CH:35]=1)[C:27]1[CH:32]=[CH:31][CH:30]=[CH:29][CH:28]=1.